This data is from Reaction yield outcomes from USPTO patents with 853,638 reactions. The task is: Predict the reaction yield, written as a fraction of the theoretical maximum amount of product (1.0 means a 100% yield; for example, 0.34 means a 34% yield). (1) The reactants are [NH2:1][C:2]1[C:3]([C:24]([O:26]CC)=O)=[N:4][C:5]([C:8]2[CH:13]=[CH:12][CH:11]=[C:10]([C:14]#[C:15][C@:16]3([OH:23])[CH2:20][CH2:19][N:18]([CH3:21])[C:17]3=[O:22])[CH:9]=2)=[N:6][CH:7]=1.[NH3:29]. No catalyst specified. The product is [NH2:1][C:2]1[C:3]([C:24]([NH2:29])=[O:26])=[N:4][C:5]([C:8]2[CH:13]=[CH:12][CH:11]=[C:10]([C:14]#[C:15][C@:16]3([OH:23])[CH2:20][CH2:19][N:18]([CH3:21])[C:17]3=[O:22])[CH:9]=2)=[N:6][CH:7]=1. The yield is 0.420. (2) The reactants are [OH-].[Na+].[ClH:3].Cl.[NH2:5][C:6]1[C:35]([CH3:36])=[CH:34][C:9]([O:10][C:11]2[CH:12]=[CH:13][C:14]3[N:18]=[C:17]([CH2:19][O:20][C:21]4[CH:31]=[CH:30][C:24]([C:25]([O:27]CC)=[O:26])=[CH:23][CH:22]=4)[N:16]([CH3:32])[C:15]=3[CH:33]=2)=[CH:8][C:7]=1[CH3:37].Cl. The catalyst is O1CCOCC1. The yield is 0.770. The product is [ClH:3].[ClH:3].[NH2:5][C:6]1[C:7]([CH3:37])=[CH:8][C:9]([O:10][C:11]2[CH:12]=[CH:13][C:14]3[N:18]=[C:17]([CH2:19][O:20][C:21]4[CH:31]=[CH:30][C:24]([C:25]([OH:27])=[O:26])=[CH:23][CH:22]=4)[N:16]([CH3:32])[C:15]=3[CH:33]=2)=[CH:34][C:35]=1[CH3:36]. (3) The reactants are Cl.[CH2:2]([O:4][C:5]([C@H:7]1[CH2:10][C@@H:9]([NH2:11])[CH2:8]1)=[O:6])[CH3:3].C(N(CC)CC)C.[CH2:19]([C:23]1[CH:28]=[CH:27][C:26]([C:29]2[O:33][C:32]([C:34]3[CH:41]=[CH:40][C:37]([CH:38]=O)=[CH:36][CH:35]=3)=[N:31][N:30]=2)=[CH:25][CH:24]=1)[CH:20]([CH3:22])[CH3:21].C(O[BH-](OC(=O)C)OC(=O)C)(=O)C.[Na+]. The catalyst is ClCCl. The product is [CH2:19]([C:23]1[CH:24]=[CH:25][C:26]([C:29]2[O:33][C:32]([C:34]3[CH:35]=[CH:36][C:37]([CH2:38][NH:11][C@@H:9]4[CH2:10][C@H:7]([C:5]([O:4][CH2:2][CH3:3])=[O:6])[CH2:8]4)=[CH:40][CH:41]=3)=[N:31][N:30]=2)=[CH:27][CH:28]=1)[CH:20]([CH3:22])[CH3:21]. The yield is 0.880. (4) The reactants are [Li]CCCC.[Si]([CH:10]=[N+:11]=[N-:12])(C)(C)C.[O:13]=[C:14]1[N:18]([C:19]([O:21][C:22]([CH3:25])([CH3:24])[CH3:23])=[O:20])[C@H:17]([C:26]([O:28][CH2:29][CH3:30])=[O:27])[CH2:16][CH2:15]1. The catalyst is C1COCC1. The product is [C:22]([O:21][C:19]([NH:18][C@@H:17]([CH2:16][CH2:15][C:14](=[O:13])[CH:10]=[N+:11]=[N-:12])[C:26]([O:28][CH2:29][CH3:30])=[O:27])=[O:20])([CH3:23])([CH3:25])[CH3:24]. The yield is 0.750. (5) The reactants are [C:1]([Si:5]([O:8][CH2:9][CH2:10][O:11][C:12]1[CH:17]=[CH:16][C:15]([CH3:18])=[C:14]([N+:19]([O-])=O)[CH:13]=1)([CH3:7])[CH3:6])([CH3:4])([CH3:3])[CH3:2]. The catalyst is O1CCCC1.[C].[Pd]. The product is [C:1]([Si:5]([CH3:7])([CH3:6])[O:8][CH2:9][CH2:10][O:11][C:12]1[CH:17]=[CH:16][C:15]([CH3:18])=[C:14]([NH2:19])[CH:13]=1)([CH3:4])([CH3:3])[CH3:2]. The yield is 0.930. (6) The reactants are [Si:1]([O:18][C@@H:19]1[C@@H:23]([CH2:24][O:25][N:26]2C(=O)C3=CC=CC=C3C2=O)[O:22][C@@H:21]([N:37]2[CH:45]=[C:43]([CH3:44])[C:41](=[O:42])[NH:40][C:38]2=[O:39])[CH2:20]1)([C:14]([CH3:17])([CH3:16])[CH3:15])([C:8]1[CH:13]=[CH:12][CH:11]=[CH:10][CH:9]=1)[C:2]1[CH:7]=[CH:6][CH:5]=[CH:4][CH:3]=1.CNN. The catalyst is C(Cl)Cl. The product is [NH2:26][O:25][CH2:24][C@H:23]1[O:22][C@@H:21]([N:37]2[CH:45]=[C:43]([CH3:44])[C:41](=[O:42])[NH:40][C:38]2=[O:39])[CH2:20][C@@H:19]1[O:18][Si:1]([C:14]([CH3:17])([CH3:16])[CH3:15])([C:8]1[CH:13]=[CH:12][CH:11]=[CH:10][CH:9]=1)[C:2]1[CH:3]=[CH:4][CH:5]=[CH:6][CH:7]=1. The yield is 0.890. (7) The reactants are [C:1]1([CH:7]([CH2:10][CH2:11][CH2:12][CH2:13][CH3:14])[C:8]#[N:9])[CH:6]=[CH:5][CH:4]=[CH:3][CH:2]=1.[H-].[Na+].[CH2:17]=[O:18]. The catalyst is CN(C=O)C. The product is [OH:18][CH2:17][C:7]([C:1]1[CH:6]=[CH:5][CH:4]=[CH:3][CH:2]=1)([CH2:10][CH2:11][CH2:12][CH2:13][CH3:14])[C:8]#[N:9]. The yield is 0.710. (8) The yield is 0.940. The catalyst is ClCCCl. The product is [C:1]1([C:7]2[CH:8]=[C:9]([C:16]#[N:18])[S:10][C:11]=2[C:12]([F:13])([F:14])[F:15])[CH:2]=[CH:3][CH:4]=[CH:5][CH:6]=1. The reactants are [C:1]1([C:7]2[CH:8]=[C:9]([C:16]([NH2:18])=O)[S:10][C:11]=2[C:12]([F:15])([F:14])[F:13])[CH:6]=[CH:5][CH:4]=[CH:3][CH:2]=1.CC[N+](S(N=C(OC)[O-])(=O)=O)(CC)CC.C(Cl)Cl.O. (9) The reactants are [CH2:1]([O:3][C:4]1[C:13]([OH:14])=[C:12]2[C:7]([C:8]([CH2:15][C:16]3[CH:21]=[C:20]([N+:22]([O-])=O)[C:19]([O:25][CH2:26][CH3:27])=[C:18]([O:28][CH3:29])[CH:17]=3)=[CH:9][N:10]=[CH:11]2)=[CH:6][CH:5]=1)[CH3:2].[ClH:30].[NH4+].[OH-].CO. The catalyst is CCO.[Fe].O.CC(O)=O. The product is [ClH:30].[NH2:22][C:20]1[CH:21]=[C:16]([CH:17]=[C:18]([O:28][CH3:29])[C:19]=1[O:25][CH2:26][CH3:27])[CH2:15][C:8]1[C:7]2[C:12](=[C:13]([OH:14])[C:4]([O:3][CH2:1][CH3:2])=[CH:5][CH:6]=2)[CH:11]=[N:10][CH:9]=1. The yield is 0.730. (10) The reactants are [Cl:1][C:2]1[C:6]([N+:7]([O-])=O)=[CH:5][N:4]([C:10]2[CH:11]=[N:12][CH:13]=[CH:14][CH:15]=2)[N:3]=1.C(O)C.O.[Cl-].[NH4+]. The catalyst is [Fe].C(OCC)(=O)C. The product is [Cl:1][C:2]1[C:6]([NH2:7])=[CH:5][N:4]([C:10]2[CH:11]=[N:12][CH:13]=[CH:14][CH:15]=2)[N:3]=1. The yield is 0.990.